From a dataset of NCI-60 drug combinations with 297,098 pairs across 59 cell lines. Regression. Given two drug SMILES strings and cell line genomic features, predict the synergy score measuring deviation from expected non-interaction effect. (1) Drug 1: CC=C1C(=O)NC(C(=O)OC2CC(=O)NC(C(=O)NC(CSSCCC=C2)C(=O)N1)C(C)C)C(C)C. Drug 2: C1=NC2=C(N1)C(=S)N=CN2. Cell line: SK-MEL-28. Synergy scores: CSS=10.6, Synergy_ZIP=-3.78, Synergy_Bliss=-1.70, Synergy_Loewe=-1.93, Synergy_HSA=-2.15. (2) Drug 1: CC1CCCC2(C(O2)CC(NC(=O)CC(C(C(=O)C(C1O)C)(C)C)O)C(=CC3=CSC(=N3)C)C)C. Drug 2: N.N.Cl[Pt+2]Cl. Cell line: HT29. Synergy scores: CSS=54.1, Synergy_ZIP=-7.19, Synergy_Bliss=-11.5, Synergy_Loewe=-17.3, Synergy_HSA=-7.42. (3) Drug 1: CC1=CC=C(C=C1)C2=CC(=NN2C3=CC=C(C=C3)S(=O)(=O)N)C(F)(F)F. Drug 2: C1=NC2=C(N=C(N=C2N1C3C(C(C(O3)CO)O)O)F)N. Cell line: SF-268. Synergy scores: CSS=3.29, Synergy_ZIP=1.20, Synergy_Bliss=5.45, Synergy_Loewe=1.04, Synergy_HSA=1.68. (4) Drug 1: CC(C1=C(C=CC(=C1Cl)F)Cl)OC2=C(N=CC(=C2)C3=CN(N=C3)C4CCNCC4)N. Drug 2: C1CN(CCN1C(=O)CCBr)C(=O)CCBr. Cell line: HL-60(TB). Synergy scores: CSS=53.6, Synergy_ZIP=9.04, Synergy_Bliss=12.7, Synergy_Loewe=6.92, Synergy_HSA=10.1. (5) Drug 1: C1CN1C2=NC(=NC(=N2)N3CC3)N4CC4. Drug 2: CC1OCC2C(O1)C(C(C(O2)OC3C4COC(=O)C4C(C5=CC6=C(C=C35)OCO6)C7=CC(=C(C(=C7)OC)O)OC)O)O. Cell line: MCF7. Synergy scores: CSS=26.5, Synergy_ZIP=-4.95, Synergy_Bliss=-0.519, Synergy_Loewe=3.16, Synergy_HSA=4.49. (6) Drug 1: CNC(=O)C1=CC=CC=C1SC2=CC3=C(C=C2)C(=NN3)C=CC4=CC=CC=N4. Drug 2: CCC1=CC2CC(C3=C(CN(C2)C1)C4=CC=CC=C4N3)(C5=C(C=C6C(=C5)C78CCN9C7C(C=CC9)(C(C(C8N6C)(C(=O)OC)O)OC(=O)C)CC)OC)C(=O)OC.C(C(C(=O)O)O)(C(=O)O)O. Cell line: MALME-3M. Synergy scores: CSS=33.0, Synergy_ZIP=1.59, Synergy_Bliss=1.19, Synergy_Loewe=-11.4, Synergy_HSA=0.730.